From a dataset of Full USPTO retrosynthesis dataset with 1.9M reactions from patents (1976-2016). Predict the reactants needed to synthesize the given product. Given the product [CH:1]1([CH2:4][CH2:5][O:6][C:7]2[CH:33]=[CH:32][C:10]3[N:11]=[C:12]([N:14]4[CH2:19][CH2:18][CH:17]([O:20][CH2:21][C@@H:22]([NH:24][C:25](=[O:26])[CH3:35])[CH3:23])[CH2:16][CH2:15]4)[O:13][C:9]=3[CH:8]=2)[CH2:2][CH2:3]1, predict the reactants needed to synthesize it. The reactants are: [CH:1]1([CH2:4][CH2:5][O:6][C:7]2[CH:33]=[CH:32][C:10]3[N:11]=[C:12]([N:14]4[CH2:19][CH2:18][CH:17]([O:20][CH2:21][C@@H:22]([NH:24][C:25](=O)[O:26]C(C)(C)C)[CH3:23])[CH2:16][CH2:15]4)[O:13][C:9]=3[CH:8]=2)[CH2:3][CH2:2]1.Cl.[C:35](OCC)(=O)C.